This data is from Full USPTO retrosynthesis dataset with 1.9M reactions from patents (1976-2016). The task is: Predict the reactants needed to synthesize the given product. (1) Given the product [NH2:7][C:8]1[N:13]2[N:14]=[CH:15][C:16]([C:17]3[CH:18]=[N:19][C:20]([C:23]4[CH:28]=[CH:27][CH:26]=[CH:25][CH:24]=4)=[CH:21][CH:22]=3)=[C:12]2[N:11]=[C:10]([CH:29]2[CH2:34][CH2:33][NH:32][CH2:31][CH2:30]2)[C:9]=1[C:58](=[O:60])[CH3:59], predict the reactants needed to synthesize it. The reactants are: C[Si](C)(C)CCOC[N:7](COCC[Si](C)(C)C)[C:8]1[N:13]2[N:14]=[CH:15][C:16]([C:17]3[CH:18]=[N:19][C:20]([C:23]4[CH:28]=[CH:27][CH:26]=[CH:25][CH:24]=4)=[CH:21][CH:22]=3)=[C:12]2[N:11]=[C:10]([CH:29]2[CH2:34][CH2:33][N:32](C(OC(C)(C)C)=O)[CH2:31][CH2:30]2)[C:9]=1Br.C([Sn](CCCC)(CCCC)[C:58]([O:60]CC)=[CH2:59])CCC. (2) Given the product [Cl:10][C:11]1[CH:24]=[CH:23][C:14]([CH2:15][C:16]2[C:20]([CH3:21])=[N:1][C:2]3[CH:7]=[C:6]([CH3:8])[CH:5]=[C:4]([OH:9])[C:3]=3[C:17]=2[CH3:18])=[CH:13][CH:12]=1, predict the reactants needed to synthesize it. The reactants are: [NH2:1][C:2]1[CH:3]=[C:4]([OH:9])[CH:5]=[C:6]([CH3:8])[CH:7]=1.[Cl:10][C:11]1[CH:24]=[CH:23][C:14]([CH2:15][CH:16]([C:20](=O)[CH3:21])[C:17](=O)[CH3:18])=[CH:13][CH:12]=1.C1(C)C=CC(S(O)(=O)=O)=CC=1. (3) Given the product [NH2:3][CH2:20][C@H:17]1[CH2:18][CH2:19][C@H:14]([CH2:13][NH:12][C:10]([O:9][C:5]([CH3:8])([CH3:7])[CH3:6])=[O:11])[CH2:15][CH2:16]1, predict the reactants needed to synthesize it. The reactants are: [BH3-]C#[N:3].[Na+].[C:5]([O:9][C:10]([NH:12][CH2:13][C@H:14]1[CH2:19][CH2:18][C@H:17]([CH:20]=O)[CH2:16][CH2:15]1)=[O:11])([CH3:8])([CH3:7])[CH3:6].C([O-])(=O)C.[NH4+]. (4) Given the product [Cl:1][C:2]1[C:3]([CH:7]([OH:8])[CH3:9])=[CH:4][S:5][CH:6]=1, predict the reactants needed to synthesize it. The reactants are: [Cl:1][C:2]1[C:3]([CH:7]=[O:8])=[CH:4][S:5][CH:6]=1.[CH3:9][Mg]Br.O1CCCC1.[Cl-].[NH4+]. (5) Given the product [C:9]1([S:8]([C:7]2[C:2]([Cl:1])=[CH:3][C:4]([NH:16][C:17]3[N:21]=[C:20]([NH2:22])[NH:19][N:18]=3)=[CH:5][C:6]=2[Cl:15])(=[O:25])=[O:31])[CH:10]=[CH:11][CH:12]=[CH:13][CH:14]=1, predict the reactants needed to synthesize it. The reactants are: [Cl:1][C:2]1[CH:3]=[C:4]([NH:16][C:17]2[N:21]=[C:20]([NH2:22])[NH:19][N:18]=2)[CH:5]=[C:6]([Cl:15])[C:7]=1[S:8][C:9]1[CH:14]=[CH:13][CH:12]=[CH:11][CH:10]=1.CO.[OH:25]OS([O-])=O.[K+].[OH2:31].